From a dataset of TCR-epitope binding with 47,182 pairs between 192 epitopes and 23,139 TCRs. Binary Classification. Given a T-cell receptor sequence (or CDR3 region) and an epitope sequence, predict whether binding occurs between them. (1) The epitope is FLPRVFSAV. The TCR CDR3 sequence is CASEGYEQYF. Result: 1 (the TCR binds to the epitope). (2) The epitope is YLDAYNMMI. The TCR CDR3 sequence is CASSYSGTGFSSPLHF. Result: 1 (the TCR binds to the epitope). (3) The epitope is AVFDRKSDAK. The TCR CDR3 sequence is CASSQTGGKTYEQYF. Result: 1 (the TCR binds to the epitope). (4) The TCR CDR3 sequence is CAWSRGAAEQFF. Result: 0 (the TCR does not bind to the epitope). The epitope is VSFIEFVGW.